Dataset: Full USPTO retrosynthesis dataset with 1.9M reactions from patents (1976-2016). Task: Predict the reactants needed to synthesize the given product. Given the product [F:1][C:17]1[CH:18]=[C:19]2[C:23](=[CH:24][CH:25]=1)[N:22]([C:26]([NH2:28])=[O:27])[CH:21]=[C:20]2[N:29]=[C:30]=[O:31], predict the reactants needed to synthesize it. The reactants are: [F:1]C1C=C2C(=CC=1)NC=C2C=O.C(O[C:17]1[CH:18]=[C:19]2[C:23](=[CH:24][CH:25]=1)[N:22]([C:26]([NH2:28])=[O:27])[CH:21]=[C:20]2[N:29]=[C:30]=[O:31])C=C.